This data is from Reaction yield outcomes from USPTO patents with 853,638 reactions. The task is: Predict the reaction yield, written as a fraction of the theoretical maximum amount of product (1.0 means a 100% yield; for example, 0.34 means a 34% yield). (1) The reactants are CN(C=O)C.[C:6](Cl)(=[O:10])[C:7](Cl)=O.[NH:12]1[C:20]2[C:15](=[CH:16][CH:17]=[CH:18][C:19]=2[C:21]#[N:22])C=[CH:13]1. The catalyst is ClCCl. The product is [CH:6]([C:7]1[C:15]2[C:20](=[C:19]([C:21]#[N:22])[CH:18]=[CH:17][CH:16]=2)[NH:12][CH:13]=1)=[O:10]. The yield is 0.700. (2) The reactants are [F:1][C:2]([F:21])([F:20])[O:3][C:4]1[CH:5]=[C:6]2[C:14](=[CH:15][CH:16]=1)[NH:13][C:12]1[CH2:11][CH2:10][CH:9]([C:17](O)=[O:18])[CH2:8][C:7]2=1.C(N1C=CN=C1)([N:24]1C=CN=C1)=O. The catalyst is O1CCCC1. The product is [F:1][C:2]([F:21])([F:20])[O:3][C:4]1[CH:5]=[C:6]2[C:14](=[CH:15][CH:16]=1)[NH:13][C:12]1[CH2:11][CH2:10][CH:9]([C:17]([NH2:24])=[O:18])[CH2:8][C:7]2=1. The yield is 0.770. (3) The reactants are [SH:1][C:2]1[NH:3][C:4]2[C:9]([CH:10]=1)=[CH:8][CH:7]=[CH:6][CH:5]=2.Cl[N:12]1[CH:17]=[CH:16][CH:15]=[C:14]([O:18][CH3:19])[NH:13]1.C(=O)([O-])[O-].[K+].[K+]. The catalyst is CC(C)=O. The product is [CH3:19][O:18][C:14]1[N:13]=[N:12][C:17]([S:1][C:2]2[NH:3][C:4]3[C:9]([CH:10]=2)=[CH:8][CH:7]=[CH:6][CH:5]=3)=[CH:16][CH:15]=1. The yield is 0.310. (4) The catalyst is C1(C)C=CC=CC=1. The yield is 0.629. The reactants are Cl[C:2]1[N:7]=[N:6][C:5]([N:8]2[CH2:13][CH2:12][N:11]([C:14]([C:16]3[CH:21]=[CH:20][CH:19]=[CH:18][C:17]=3[C:22]([F:25])([F:24])[F:23])=[O:15])[CH2:10][CH2:9]2)=[CH:4][CH:3]=1.[C:26]1([CH2:32][CH2:33][OH:34])[CH:31]=[CH:30][CH:29]=[CH:28][CH:27]=1.[H-].[Na+].O. The product is [CH2:33]([O:34][C:2]1[N:7]=[N:6][C:5]([N:8]2[CH2:13][CH2:12][N:11]([C:14]([C:16]3[CH:21]=[CH:20][CH:19]=[CH:18][C:17]=3[C:22]([F:25])([F:24])[F:23])=[O:15])[CH2:10][CH2:9]2)=[CH:4][CH:3]=1)[CH2:32][C:26]1[CH:31]=[CH:30][CH:29]=[CH:28][CH:27]=1. (5) The catalyst is C(Cl)Cl. The product is [Br:23][CH2:9][C:10]1[O:11][CH:12]=[C:13]([C:15]2[CH:20]=[CH:19][C:18]([Cl:21])=[CH:17][CH:16]=2)[N:14]=1. The yield is 0.490. The reactants are C(O[CH2:9][C:10]1[O:11][CH:12]=[C:13]([C:15]2[CH:20]=[CH:19][C:18]([Cl:21])=[CH:17][CH:16]=2)[N:14]=1)C1C=CC=CC=1.B(Br)(Br)[Br:23].C([O-])(O)=O.[Na+]. (6) The reactants are [CH2:1]([N:8]1[CH2:23][CH2:22][C:11]2[NH:12][C:13]3[CH:14]=[CH:15][C:16]([C:19](O)=[O:20])=[CH:17][C:18]=3[C:10]=2[CH2:9]1)[C:2]1[CH:7]=[CH:6][CH:5]=[CH:4][CH:3]=1.CN(C(ON1N=NC2C=CC=NC1=2)=[N+](C)C)C.F[P-](F)(F)(F)(F)F.Cl.Cl.[NH2:50][CH:51]1[CH2:56][CH2:55][N:54]([CH2:57][C:58]2[CH:63]=[CH:62][C:61]([C:64]#[N:65])=[CH:60][CH:59]=2)[CH2:53][CH2:52]1.C(N(CC)CC)C.C(=O)(O)[O-].[Na+]. The catalyst is CN(C=O)C. The product is [CH2:1]([N:8]1[CH2:23][CH2:22][C:11]2[NH:12][C:13]3[CH:14]=[CH:15][C:16]([C:19]([NH:50][CH:51]4[CH2:56][CH2:55][N:54]([CH2:57][C:58]5[CH:63]=[CH:62][C:61]([C:64]#[N:65])=[CH:60][CH:59]=5)[CH2:53][CH2:52]4)=[O:20])=[CH:17][C:18]=3[C:10]=2[CH2:9]1)[C:2]1[CH:7]=[CH:6][CH:5]=[CH:4][CH:3]=1. The yield is 0.970.